This data is from Full USPTO retrosynthesis dataset with 1.9M reactions from patents (1976-2016). The task is: Predict the reactants needed to synthesize the given product. (1) Given the product [ClH:1].[CH2:37]([O:39][C:40]1[C:48]([O:49][CH3:50])=[CH:47][CH:46]=[CH:45][C:41]=1[CH2:42][N:20]([CH3:19])[C:15](=[O:17])/[CH:14]=[CH:13]/[C:8]1[CH:9]=[N:10][C:11]2[NH:12][C:3](=[O:2])[CH2:4][CH2:5][C:6]=2[CH:7]=1)[CH3:38], predict the reactants needed to synthesize it. The reactants are: [ClH:1].[O:2]=[C:3]1[NH:12][C:11]2[N:10]=[CH:9][C:8](/[CH:13]=[CH:14]/[C:15]([OH:17])=O)=[CH:7][C:6]=2[CH2:5][CH2:4]1.Cl.[CH3:19][N:20]1CC2C=C(/C=C/C(O)=O)C=NC=2NC(=O)C1.[CH2:37]([O:39][C:40]1[C:48]([O:49][CH3:50])=[CH:47][CH:46]=[CH:45][C:41]=1[CH2:42]CN)[CH3:38].CNCC1C=CC2C(=CC=CC=2)C=1CCC. (2) Given the product [OH:18][C:11]1[C:10]([CH2:19][CH2:20][CH3:21])=[C:9]([O:8][CH2:7][C:6]2[CH:5]=[CH:4][C:3]([CH2:2][C:24]3[CH:29]=[CH:28][CH:27]=[C:26]([C:30]4[NH:34][N:33]=[N:32][N:31]=4)[CH:25]=3)=[CH:23][CH:22]=2)[CH:14]=[CH:13][C:12]=1[C:15](=[O:17])[CH3:16], predict the reactants needed to synthesize it. The reactants are: F[CH:2]([C:24]1[CH:29]=[CH:28][CH:27]=[C:26]([C:30]2[NH:34][N:33]=[N:32][N:31]=2)[CH:25]=1)[C:3]1[CH:23]=[CH:22][C:6]([CH2:7][O:8][C:9]2[CH:14]=[CH:13][C:12]([C:15](=[O:17])[CH3:16])=[C:11]([OH:18])[C:10]=2[CH2:19][CH2:20][CH3:21])=[CH:5][CH:4]=1.C(C1C=CC(OCC2C=CC(CC3C=C(C=CC=3)C#N)=CC=2)=C(CCC)C=1O)(=O)C.